Dataset: Forward reaction prediction with 1.9M reactions from USPTO patents (1976-2016). Task: Predict the product of the given reaction. The product is: [CH3:2][N:3]1[C:4]2=[C:38]3[CH:40]=[C:10]([C:18]4[N:14]=[C:22]([CH2:17][NH:16][C:35]([CH:32]5[CH2:34][CH2:33]5)=[O:37])[CH:21]=[CH:20][CH:19]=4)[NH:9][C:8]3=[N:7][C:6]([NH:26][CH3:29])=[C:5]2[N:46]=[CH:12]1. Given the reactants Cl.[CH3:2][N:3]([CH3:12])[CH2:4][CH2:5][CH2:6][N:7]=[C:8]=[N:9][CH2:10]C.O[N:14]1[C:18]2[CH:19]=[CH:20][CH:21]=[CH:22][C:17]=2[N:16]=N1.C([N:26]([CH:29](C)C)CC)(C)C.[CH:32]1([C:35]([OH:37])=O)[CH2:34][CH2:33]1.[C:38](O)([C:40](F)(F)F)=O.C[N:46](C)C=O, predict the reaction product.